This data is from Full USPTO retrosynthesis dataset with 1.9M reactions from patents (1976-2016). The task is: Predict the reactants needed to synthesize the given product. (1) Given the product [N:1]1([CH:6]2[CH2:11][CH2:10][N:9]([CH2:12][C:13]3[C:14]([O:25][CH3:26])=[N:15][C:16]4[C:21]([C:22]=3[Cl:23])=[CH:20][C:19]([C:34]([C:31]3[CH:32]=[CH:33][C:28]([Cl:27])=[CH:29][CH:30]=3)([C:36]3[N:40]([CH3:41])[CH:39]=[N:38][CH:37]=3)[OH:35])=[CH:18][CH:17]=4)[CH2:8][CH2:7]2)[CH:5]=[CH:4][CH:3]=[N:2]1, predict the reactants needed to synthesize it. The reactants are: [N:1]1([CH:6]2[CH2:11][CH2:10][N:9]([CH2:12][C:13]3[C:14]([O:25][CH3:26])=[N:15][C:16]4[C:21]([C:22]=3[Cl:23])=[CH:20][C:19](Br)=[CH:18][CH:17]=4)[CH2:8][CH2:7]2)[CH:5]=[CH:4][CH:3]=[N:2]1.[Cl:27][C:28]1[CH:33]=[CH:32][C:31]([C:34]([C:36]2[N:40]([CH3:41])[CH:39]=[N:38][CH:37]=2)=[O:35])=[CH:30][CH:29]=1. (2) Given the product [NH2:56][C:32]1[C:23]([C:21]([N:17]2[CH2:18][CH2:19][CH2:20][CH:16]2[CH2:15][C:14]2[CH:34]=[CH:35][CH:36]=[C:12]([Cl:11])[CH:13]=2)=[O:22])=[N:24][C:25]2[C:30]([N:31]=1)=[CH:29][CH:28]=[CH:27][CH:26]=2, predict the reactants needed to synthesize it. The reactants are: C[Si]([N-][Si](C)(C)C)(C)C.[Li+].[Cl:11][C:12]1[CH:13]=[C:14]([CH:34]=[CH:35][CH:36]=1)[CH2:15][CH:16]1[CH2:20][CH2:19][CH2:18][N:17]1[C:21]([C:23]1[C:32](Cl)=[N:31][C:30]2[C:25](=[CH:26][CH:27]=[CH:28][CH:29]=2)[N:24]=1)=[O:22].C1(P(C2CCCCC2)C2C=CC=CC=2C2C=CC=CC=2[N:56](C)C)CCCCC1.Cl.[OH-].[Na+].